This data is from Forward reaction prediction with 1.9M reactions from USPTO patents (1976-2016). The task is: Predict the product of the given reaction. (1) Given the reactants [Cl:1][C:2]1[CH:7]=[C:6]([Cl:8])[CH:5]=[CH:4][C:3]=1[CH2:9][CH2:10][O:11][C:12]1[CH:13]=[C:14]([CH:18]=[CH:19][C:20]=1[CH3:21])[C:15]([OH:17])=O.[N:22]1[CH:27]=[CH:26][C:25]([CH2:28][N:29]2[CH2:34][CH2:33][NH:32][CH2:31][CH2:30]2)=[CH:24][CH:23]=1.[B-](F)(F)(F)F.CCOC(C(C#N)=NOC(N(C)C)=[N+](C)C)=O, predict the reaction product. The product is: [Cl:1][C:2]1[CH:7]=[C:6]([Cl:8])[CH:5]=[CH:4][C:3]=1[CH2:9][CH2:10][O:11][C:12]1[CH:13]=[C:14]([C:15]([N:32]2[CH2:33][CH2:34][N:29]([CH2:28][C:25]3[CH:24]=[CH:23][N:22]=[CH:27][CH:26]=3)[CH2:30][CH2:31]2)=[O:17])[CH:18]=[CH:19][C:20]=1[CH3:21]. (2) Given the reactants [Cl:1][C:2]1[N:3]=[C:4](Cl)[C:5]2[N:11]=[C:10]([C:12]3[CH:17]=[CH:16][C:15]([F:18])=[CH:14][CH:13]=3)[CH:9]=[CH:8][C:6]=2[N:7]=1.[OH-:20].[Na+].Cl, predict the reaction product. The product is: [Cl:1][C:2]1[N:3]=[C:4]([OH:20])[C:5]2[N:11]=[C:10]([C:12]3[CH:17]=[CH:16][C:15]([F:18])=[CH:14][CH:13]=3)[CH:9]=[CH:8][C:6]=2[N:7]=1.